This data is from NCI-60 drug combinations with 297,098 pairs across 59 cell lines. The task is: Regression. Given two drug SMILES strings and cell line genomic features, predict the synergy score measuring deviation from expected non-interaction effect. (1) Drug 1: CC1OCC2C(O1)C(C(C(O2)OC3C4COC(=O)C4C(C5=CC6=C(C=C35)OCO6)C7=CC(=C(C(=C7)OC)O)OC)O)O. Drug 2: C1=NC(=NC(=O)N1C2C(C(C(O2)CO)O)O)N. Cell line: RXF 393. Synergy scores: CSS=29.3, Synergy_ZIP=-6.11, Synergy_Bliss=-1.01, Synergy_Loewe=1.67, Synergy_HSA=3.17. (2) Drug 1: CC(C1=C(C=CC(=C1Cl)F)Cl)OC2=C(N=CC(=C2)C3=CN(N=C3)C4CCNCC4)N. Drug 2: CC1=C(C(=CC=C1)Cl)NC(=O)C2=CN=C(S2)NC3=CC(=NC(=N3)C)N4CCN(CC4)CCO. Cell line: HCT116. Synergy scores: CSS=24.9, Synergy_ZIP=-5.70, Synergy_Bliss=-1.14, Synergy_Loewe=-1.13, Synergy_HSA=-0.997. (3) Drug 1: CC12CCC3C(C1CCC2OP(=O)(O)O)CCC4=C3C=CC(=C4)OC(=O)N(CCCl)CCCl.[Na+]. Drug 2: CC1C(C(CC(O1)OC2CC(CC3=C2C(=C4C(=C3O)C(=O)C5=CC=CC=C5C4=O)O)(C(=O)C)O)N)O. Cell line: HOP-62. Synergy scores: CSS=45.8, Synergy_ZIP=4.42, Synergy_Bliss=7.65, Synergy_Loewe=-33.3, Synergy_HSA=6.56. (4) Synergy scores: CSS=-1.83, Synergy_ZIP=3.47, Synergy_Bliss=-5.92, Synergy_Loewe=-12.6, Synergy_HSA=-8.40. Drug 1: C1=NC2=C(N=C(N=C2N1C3C(C(C(O3)CO)O)F)Cl)N. Drug 2: C1=NNC2=C1C(=O)NC=N2. Cell line: DU-145. (5) Drug 1: C1CN1P(=S)(N2CC2)N3CC3. Synergy scores: CSS=25.3, Synergy_ZIP=-7.40, Synergy_Bliss=1.92, Synergy_Loewe=-9.13, Synergy_HSA=0.902. Cell line: COLO 205. Drug 2: C1=NNC2=C1C(=O)NC=N2. (6) Drug 1: CS(=O)(=O)C1=CC(=C(C=C1)C(=O)NC2=CC(=C(C=C2)Cl)C3=CC=CC=N3)Cl. Drug 2: C1CC(=O)NC(=O)C1N2C(=O)C3=CC=CC=C3C2=O. Cell line: A549. Synergy scores: CSS=8.86, Synergy_ZIP=-0.133, Synergy_Bliss=1.84, Synergy_Loewe=1.85, Synergy_HSA=1.54. (7) Drug 1: COC1=CC(=CC(=C1O)OC)C2C3C(COC3=O)C(C4=CC5=C(C=C24)OCO5)OC6C(C(C7C(O6)COC(O7)C8=CC=CS8)O)O. Drug 2: C1=CC(=CC=C1CCCC(=O)O)N(CCCl)CCCl. Cell line: MOLT-4. Synergy scores: CSS=82.1, Synergy_ZIP=0.0305, Synergy_Bliss=-0.584, Synergy_Loewe=-0.873, Synergy_HSA=1.82.